From a dataset of Forward reaction prediction with 1.9M reactions from USPTO patents (1976-2016). Predict the product of the given reaction. (1) Given the reactants [NH2:1][NH:2][C:3]([C:5]1[CH:10]=[CH:9][C:8]([C:11]([F:14])([F:13])[F:12])=[CH:7][N:6]=1)=[NH:4].[CH3:15][O:16][C:17]1[CH:18]=[C:19]([CH:22]=[CH:23][CH:24]=1)[CH:20]=O, predict the reaction product. The product is: [CH3:15][O:16][C:17]1[CH:18]=[C:19]([C:20]2[NH:1][N:2]=[C:3]([C:5]3[CH:10]=[CH:9][C:8]([C:11]([F:12])([F:13])[F:14])=[CH:7][N:6]=3)[N:4]=2)[CH:22]=[CH:23][CH:24]=1. (2) The product is: [CH2:1]([O:3][CH:4]([O:7][CH2:8][CH3:9])[C:5]#[C:6][C:18](=[O:17])[C:19]([F:22])([F:21])[F:20])[CH3:2]. Given the reactants [CH2:1]([O:3][CH:4]([O:7][CH2:8][CH3:9])[C:5]#[CH:6])[CH3:2].[Li]CCCC.C([O:17][C:18](=O)[C:19]([F:22])([F:21])[F:20])C, predict the reaction product. (3) Given the reactants [ClH:1].[N:2]1([C:8]([C:10]2[CH:11]=[C:12]([C:16]3[CH:21]=[CH:20][CH:19]=[C:18]([CH2:22][C@H:23]([NH:38][C:39]([C@H:41]4[CH2:46][CH2:45][C@H:44]([CH2:47][NH:48]C(=O)OC(C)(C)C)[CH2:43][CH2:42]4)=[O:40])[C:24](=[O:37])[NH:25][C:26]4[CH:31]=[CH:30][C:29]([C:32]5[NH:36][N:35]=[N:34][N:33]=5)=[CH:28][CH:27]=4)[CH:17]=3)[CH:13]=[CH:14][CH:15]=2)=[O:9])[CH2:7][CH2:6][O:5][CH2:4][CH2:3]1.C(#N)C, predict the reaction product. The product is: [ClH:1].[NH2:48][CH2:47][C@H:44]1[CH2:43][CH2:42][C@H:41]([C:39]([NH:38][C@@H:23]([CH2:22][C:18]2[CH:17]=[C:16]([C:12]3[CH:13]=[CH:14][CH:15]=[C:10]([C:8]([N:2]4[CH2:3][CH2:4][O:5][CH2:6][CH2:7]4)=[O:9])[CH:11]=3)[CH:21]=[CH:20][CH:19]=2)[C:24](=[O:37])[NH:25][C:26]2[CH:31]=[CH:30][C:29]([C:32]3[NH:33][N:34]=[N:35][N:36]=3)=[CH:28][CH:27]=2)=[O:40])[CH2:46][CH2:45]1. (4) Given the reactants [C:1]([O:5][C:6]([N:8]1[CH2:12][CH2:11][CH2:10][C:9]1=[O:13])=[O:7])([CH3:4])([CH3:3])[CH3:2].C1COCC1.C([N-]C(C)C)(C)C.[Li+].[CH:27]1([C:32](Cl)=[O:33])[CH2:31][CH2:30][CH2:29][CH2:28]1, predict the reaction product. The product is: [C:1]([O:5][C:6]([N:8]1[CH2:12][CH2:11][CH:10]([C:32]([CH:27]2[CH2:31][CH2:30][CH2:29][CH2:28]2)=[O:33])[C:9]1=[O:13])=[O:7])([CH3:4])([CH3:2])[CH3:3]. (5) Given the reactants C([Li])CCC.[CH2:6]([N:13]([CH2:22][C:23]1[CH:28]=[CH:27][CH:26]=[CH:25][CH:24]=1)[C:14]1[CH:19]=[C:18](Br)[CH:17]=[CH:16][C:15]=1[Cl:21])[C:7]1[CH:12]=[CH:11][CH:10]=[CH:9][CH:8]=1.[B:29](OC(C)C)([O:34]C(C)C)[O:30]C(C)C, predict the reaction product. The product is: [Cl:21][C:15]1[CH:16]=[CH:17][C:18]([B:29]([OH:34])[OH:30])=[CH:19][C:14]=1[N:13]([CH2:22][C:23]1[CH:28]=[CH:27][CH:26]=[CH:25][CH:24]=1)[CH2:6][C:7]1[CH:12]=[CH:11][CH:10]=[CH:9][CH:8]=1.